This data is from Aqueous solubility values for 9,982 compounds from the AqSolDB database. The task is: Regression/Classification. Given a drug SMILES string, predict its absorption, distribution, metabolism, or excretion properties. Task type varies by dataset: regression for continuous measurements (e.g., permeability, clearance, half-life) or binary classification for categorical outcomes (e.g., BBB penetration, CYP inhibition). For this dataset (solubility_aqsoldb), we predict Y. (1) The molecule is Cc1cc(N=Nc2ccc(Nc3nc(N)nc(Cl)n3)c3c(S(=O)(=O)[O-])cccc23)c(C)cc1N=Nc1cc(S(=O)(=O)[O-])ccc1S(=O)(=O)[O-].[Na+].[Na+].[Na+]. The Y is -0.387 log mol/L. (2) The molecule is CNC1=C(c2cccc(C(F)(F)F)c2)C(=O)C(c2ccccc2)O1. The Y is -3.98 log mol/L.